This data is from HIV replication inhibition screening data with 41,000+ compounds from the AIDS Antiviral Screen. The task is: Binary Classification. Given a drug SMILES string, predict its activity (active/inactive) in a high-throughput screening assay against a specified biological target. (1) The drug is C=C(Br)C[N+]12CN3CN(CN(C3)C1)C2.[Br-]. The result is 0 (inactive). (2) The compound is CCOC(=O)c1c(N)sc2c1CCCCC2. The result is 0 (inactive).